Dataset: Forward reaction prediction with 1.9M reactions from USPTO patents (1976-2016). Task: Predict the product of the given reaction. (1) Given the reactants [CH3:1][N:2]([CH3:6])[C:3](Cl)=[O:4].[F:7][C:8]1[CH:9]=[C:10]([C:16]2[C:24]3[C:19](=[N:20][CH:21]=[C:22]([NH2:25])[CH:23]=3)[N:18]([CH3:26])[N:17]=2)[CH:11]=[CH:12][C:13]=1[O:14][CH3:15].N1C=CC=CC=1, predict the reaction product. The product is: [F:7][C:8]1[CH:9]=[C:10]([C:16]2[C:24]3[C:19](=[N:20][CH:21]=[C:22]([NH:25][C:3](=[O:4])[N:2]([CH3:6])[CH3:1])[CH:23]=3)[N:18]([CH3:26])[N:17]=2)[CH:11]=[CH:12][C:13]=1[O:14][CH3:15]. (2) Given the reactants [O:1]=[S:2]1(=[O:33])[CH2:7][CH2:6][N:5]([CH2:8][C:9]2[CH:32]=[CH:31][C:12]([C:13]([NH:15][C:16]3[CH:21]=[CH:20][C:19](B4OC(C)(C)C(C)(C)O4)=[CH:18][CH:17]=3)=[O:14])=[CH:11][CH:10]=2)[CH2:4][CH2:3]1.Br[C:35]1[CH:36]=[C:37]([NH:42][C:43]([CH:45]2[CH2:47][CH2:46]2)=[O:44])[CH:38]=[CH:39][C:40]=1[CH3:41].C(=O)([O-])[O-].[Cs+].[Cs+], predict the reaction product. The product is: [CH:45]1([C:43]([NH:42][C:37]2[CH:38]=[CH:39][C:40]([CH3:41])=[C:35]([C:19]3[CH:20]=[CH:21][C:16]([NH:15][C:13](=[O:14])[C:12]4[CH:31]=[CH:32][C:9]([CH2:8][N:5]5[CH2:6][CH2:7][S:2](=[O:1])(=[O:33])[CH2:3][CH2:4]5)=[CH:10][CH:11]=4)=[CH:17][CH:18]=3)[CH:36]=2)=[O:44])[CH2:46][CH2:47]1.